Dataset: Reaction yield outcomes from USPTO patents with 853,638 reactions. Task: Predict the reaction yield, written as a fraction of the theoretical maximum amount of product (1.0 means a 100% yield; for example, 0.34 means a 34% yield). (1) The catalyst is CN(C)C=O. The yield is 0.560. The product is [Cl:14][C:15]1[CH:22]=[C:21]([C:23]([F:24])([F:25])[F:26])[CH:20]=[CH:19][C:16]=1[CH2:17][N:6]1[C:7]([C:9]([O:11][CH2:12][CH3:13])=[O:10])=[CH:8][C:4]([CH:1]2[CH2:2][CH2:3]2)=[N:5]1. The reactants are [CH:1]1([C:4]2[CH:8]=[C:7]([C:9]([O:11][CH2:12][CH3:13])=[O:10])[NH:6][N:5]=2)[CH2:3][CH2:2]1.[Cl:14][C:15]1[CH:22]=[C:21]([C:23]([F:26])([F:25])[F:24])[CH:20]=[CH:19][C:16]=1[CH2:17]Cl.C(=O)([O-])[O-].[K+].[K+]. (2) The reactants are [N:1]1[CH:6]=[CH:5][C:4]([CH2:7][CH2:8][C:9]2[CH:10]=[C:11]([NH2:14])[NH:12][N:13]=2)=[CH:3][CH:2]=1.Cl[C:16]1[CH:21]=[CH:20][N:19]=[C:18]([NH:22][CH2:23][C:24]2[O:28][N:27]=[C:26]([CH3:29])[CH:25]=2)[N:17]=1. The catalyst is C(O)C. The product is [CH3:29][C:26]1[CH:25]=[C:24]([CH2:23][NH:22][C:18]2[N:19]=[C:20]([NH:14][C:11]3[NH:12][N:13]=[C:9]([CH2:8][CH2:7][C:4]4[CH:5]=[CH:6][N:1]=[CH:2][CH:3]=4)[CH:10]=3)[CH:21]=[CH:16][N:17]=2)[O:28][N:27]=1. The yield is 0.500.